This data is from Reaction yield outcomes from USPTO patents with 853,638 reactions. The task is: Predict the reaction yield, written as a fraction of the theoretical maximum amount of product (1.0 means a 100% yield; for example, 0.34 means a 34% yield). (1) The reactants are [CH3:1][O:2][C:3]1[C:4]([CH3:25])=[C:5]([C:16]([O:23][CH3:24])=[C:17]([O:21][CH3:22])[C:18]=1[O:19][CH3:20])[CH2:6][C:7]1[C:12]([CH:13]=[O:14])=[C:11]([OH:15])[CH:10]=[CH:9][CH:8]=1.C(=O)([O-])[O-].[Na+].[Na+].[CH2:32](Br)[C:33]1[CH:38]=[CH:37][CH:36]=[CH:35][CH:34]=1. The catalyst is CC(C)=O. The product is [CH3:1][O:2][C:3]1[C:4]([CH3:25])=[C:5]([C:16]([O:23][CH3:24])=[C:17]([O:21][CH3:22])[C:18]=1[O:19][CH3:20])[CH2:6][C:7]1[C:12]([CH:13]=[O:14])=[C:11]([O:15][CH2:32][C:33]2[CH:38]=[CH:37][CH:36]=[CH:35][CH:34]=2)[CH:10]=[CH:9][CH:8]=1. The yield is 0.940. (2) The reactants are [CH3:1][NH2:2].O.[Br:4][CH:5]([CH2:9][CH2:10][Br:11])[C:6](Br)=[O:7]. The catalyst is C(Cl)(Cl)Cl. The product is [CH3:1][NH:2][C:6](=[O:7])[CH:5]([Br:4])[CH2:9][CH2:10][Br:11]. The yield is 0.740.